Dataset: Full USPTO retrosynthesis dataset with 1.9M reactions from patents (1976-2016). Task: Predict the reactants needed to synthesize the given product. (1) The reactants are: Cl.[F:2][C:3]1[CH:8]=[CH:7][C:6]([N:9]2[C:17]3[C:12](=[CH:13][C:14]([O:18][C@H:19]([C:23]4[CH:32]=[CH:31][C:30]5[C:25](=[CH:26][CH:27]=[CH:28][CH:29]=5)[CH:24]=4)[C@@H:20]([NH2:22])[CH3:21])=[CH:15][CH:16]=3)[CH:11]=[N:10]2)=[CH:5][CH:4]=1.CN(C)C(N(C)C)=N.[F:41][C:42]([F:49])([F:48])[C:43](OCC)=[O:44]. Given the product [F:41][C:42]([F:49])([F:48])[C:43]([NH:22][C@@H:20]([CH3:21])[C@H:19]([O:18][C:14]1[CH:13]=[C:12]2[C:17](=[CH:16][CH:15]=1)[N:9]([C:6]1[CH:7]=[CH:8][C:3]([F:2])=[CH:4][CH:5]=1)[N:10]=[CH:11]2)[C:23]1[CH:32]=[CH:31][C:30]2[C:25](=[CH:26][CH:27]=[CH:28][CH:29]=2)[CH:24]=1)=[O:44], predict the reactants needed to synthesize it. (2) The reactants are: [C:1]([C:5]1[CH:6]=[CH:7][C:8]([O:14][CH2:15][CH3:16])=[C:9]([CH:13]=1)[C:10](Cl)=O)([CH3:4])([CH3:3])[CH3:2].[Cl:17][C:18]1[CH:23]=[CH:22][C:21]([C:24]2([CH3:50])[C:28]([C:30]3[CH:35]=[CH:34][C:33]([Cl:36])=[CH:32][CH:31]=3)([CH3:29])[NH:27]C(C3C=CC(C(C)(C)C)=CC=3OCC)=[N:25]2)=[CH:20][CH:19]=1. Given the product [C:1]([C:5]1[CH:6]=[CH:7][C:8]([O:14][CH2:15][CH3:16])=[C:9]([C:10]2[NH:25][C:24]([C:21]3[CH:20]=[CH:19][C:18]([Cl:17])=[CH:23][CH:22]=3)([CH3:50])[C:28]([C:30]3[CH:31]=[CH:32][C:33]([Cl:36])=[CH:34][CH:35]=3)([CH3:29])[N:27]=2)[CH:13]=1)([CH3:4])([CH3:3])[CH3:2], predict the reactants needed to synthesize it. (3) Given the product [C:16]([O:15][C@@H:9]1[C@H:10]([O:11][C:12](=[O:14])[CH3:13])[C@@H:5]([O:4][C:1](=[O:3])[CH3:2])[C@@H:6]([O:25][C:26]2[CH:33]=[CH:32][CH:31]=[CH:30][C:27]=2[CH:28]=[O:29])[O:7][C@@H:8]1[CH2:19][O:20][C:21](=[O:23])[CH3:22])(=[O:18])[CH3:17], predict the reactants needed to synthesize it. The reactants are: [C:1]([O:4][C@@H:5]1[C@@H:10]([O:11][C:12](=[O:14])[CH3:13])[C@@H:9]([O:15][C:16](=[O:18])[CH3:17])[C@@H:8]([CH2:19][O:20][C:21](=[O:23])[CH3:22])[O:7][C@@H:6]1Br)(=[O:3])[CH3:2].[OH:25][C:26]1[CH:33]=[CH:32][CH:31]=[CH:30][C:27]=1[CH:28]=[O:29].[OH-].[Na+]. (4) Given the product [CH3:2][N:3]([CH2:9][C:8]1[CH:11]=[C:12]([OH:14])[CH:13]=[C:6]([F:5])[CH:7]=1)[CH3:4], predict the reactants needed to synthesize it. The reactants are: Cl.[CH3:2][NH:3][CH3:4].[F:5][C:6]1[CH:7]=[C:8]([CH:11]=[C:12]([OH:14])[CH:13]=1)[CH:9]=O.C(N(CC)CC)C.C(O[BH-](OC(=O)C)OC(=O)C)(=O)C.[Na+]. (5) Given the product [CH2:1]([N:8]1[CH2:13][CH2:12][N:11]([CH2:14][C:15]2[CH:20]=[CH:19][CH:18]=[CH:17][CH:16]=2)[CH2:10][C@@H:9]1[CH2:21][CH2:22][C:33]1[CH:38]=[CH:37][CH:36]=[CH:35][C:34]=1[O:39][CH3:40])[C:2]1[CH:3]=[CH:4][CH:5]=[CH:6][CH:7]=1, predict the reactants needed to synthesize it. The reactants are: [CH2:1]([N:8]1[CH2:13][CH2:12][N:11]([CH2:14][C:15]2[CH:20]=[CH:19][CH:18]=[CH:17][CH:16]=2)[CH2:10][C@@H:9]1[CH:21]=[CH2:22])[C:2]1[CH:7]=[CH:6][CH:5]=[CH:4][CH:3]=1.C12BC(CCC1)CCC2.I[C:33]1[CH:38]=[CH:37][CH:36]=[CH:35][C:34]=1[O:39][CH3:40].C1(P(C2C=CC=CC=2)C2C=CC=CC=2)C=CC=CC=1.[OH-].[Na+]. (6) Given the product [CH3:18][Si:19]([CH3:21])([CH3:20])[O:1][C:2]1[CH2:7][CH2:6][N:5]([C:8]([O:10][CH2:11][C:12]2[CH:17]=[CH:16][CH:15]=[CH:14][CH:13]=2)=[O:9])[CH2:4][CH:3]=1, predict the reactants needed to synthesize it. The reactants are: [O:1]=[C:2]1[CH2:7][CH2:6][N:5]([C:8]([O:10][CH2:11][C:12]2[CH:17]=[CH:16][CH:15]=[CH:14][CH:13]=2)=[O:9])[CH2:4][CH2:3]1.[CH3:18][Si:19](Cl)([CH3:21])[CH3:20].C(N(CC)CC)C. (7) Given the product [CH3:30][C:48]1[N:22]=[C:23]2[CH:28]=[C:27]([NH:21][C:19]([C:6]3[N:7]([CH2:11][C:12]4[CH:17]=[CH:16][CH:15]=[C:14]([F:18])[CH:13]=4)[C:8]4[C:4]([CH:5]=3)=[CH:3][C:2]([F:1])=[CH:10][CH:9]=4)=[O:20])[CH:26]=[CH:25][N:24]2[C:49]=1[C:36]1[CH:41]=[CH:40][CH:39]=[CH:38][CH:37]=1, predict the reactants needed to synthesize it. The reactants are: [F:1][C:2]1[CH:3]=[C:4]2[C:8](=[CH:9][CH:10]=1)[N:7]([CH2:11][C:12]1[CH:17]=[CH:16][CH:15]=[C:14]([F:18])[CH:13]=1)[C:6]([C:19]([NH2:21])=[O:20])=[CH:5]2.[NH2:22][C:23]1[CH:28]=[C:27](Br)[CH:26]=[CH:25][N:24]=1.[C:30](=O)([O-])[O-].[K+].[K+].[C@@H:36]1(N)[CH2:41][CH2:40][CH2:39][CH2:38][C@H:37]1N.O1[CH2:49][CH2:48]OCC1.